This data is from Full USPTO retrosynthesis dataset with 1.9M reactions from patents (1976-2016). The task is: Predict the reactants needed to synthesize the given product. (1) Given the product [NH2:31][C:29]1[CH:28]=[CH:27][C:3]([O:4][C:5]2[CH:10]=[CH:9][N:8]=[C:7]3[CH:11]=[C:12]([C:14]4[CH2:19][CH2:18][N:17]([C:20]([O:22][C:23]([CH3:25])([CH3:26])[CH3:24])=[O:21])[CH2:16][CH:15]=4)[S:13][C:6]=23)=[C:2]([F:1])[CH:30]=1, predict the reactants needed to synthesize it. The reactants are: [F:1][C:2]1[CH:30]=[C:29]([N+:31]([O-])=O)[CH:28]=[CH:27][C:3]=1[O:4][C:5]1[CH:10]=[CH:9][N:8]=[C:7]2[CH:11]=[C:12]([C:14]3[CH2:19][CH2:18][N:17]([C:20]([O:22][C:23]([CH3:26])([CH3:25])[CH3:24])=[O:21])[CH2:16][CH:15]=3)[S:13][C:6]=12.[Cl-].[NH4+]. (2) Given the product [Br:1][C:2]1[CH:7]=[CH:6][C:5]([CH:8]([C:21]2[CH:22]=[CH:23][C:18]([Cl:17])=[CH:19][CH:20]=2)[CH2:9][CH2:10][N:11]2[CH:15]=[CH:14][N:13]=[CH:12]2)=[CH:4][CH:3]=1, predict the reactants needed to synthesize it. The reactants are: [Br:1][C:2]1[CH:7]=[CH:6][C:5]([CH:8](O)[CH2:9][CH2:10][N:11]2[CH:15]=[CH:14][N:13]=[CH:12]2)=[CH:4][CH:3]=1.[Cl:17][C:18]1[CH:23]=[CH:22][CH:21]=[CH:20][CH:19]=1. (3) Given the product [Cl:1][C:2]1[CH:10]=[C:9]([CH:8]=[CH:7][C:3]=1[C:4]([N:30]1[CH2:31][CH2:32][C:27](=[O:26])[CH2:28][CH2:29]1)=[O:6])[C:11]([NH:13][CH:14]([C:16]1[NH:20][C:19]2[CH:21]=[CH:22][C:23]([Cl:25])=[CH:24][C:18]=2[N:17]=1)[CH3:15])=[O:12], predict the reactants needed to synthesize it. The reactants are: [Cl:1][C:2]1[CH:10]=[C:9]([C:11]([NH:13][CH:14]([C:16]2[NH:20][C:19]3[CH:21]=[CH:22][C:23]([Cl:25])=[CH:24][C:18]=3[N:17]=2)[CH3:15])=[O:12])[CH:8]=[CH:7][C:3]=1[C:4]([OH:6])=O.[O:26]=[C:27]1[CH2:32][CH2:31][NH:30][CH2:29][CH2:28]1.C(N(C(C)C)CC)(C)C.ClCl. (4) Given the product [CH3:6][O:7][C:8]1[CH:9]=[CH:10][C:11]([CH2:30][CH:31]2[S:35][C:34](=[O:36])[NH:33][C:32]2=[O:37])=[C:12]2[C:17]=1[N:16]([CH2:18][C:19]1[CH:20]=[CH:21][C:22]([C:25]([OH:27])=[O:26])=[CH:23][CH:24]=1)[C:15](=[O:29])[CH2:14][CH2:13]2, predict the reactants needed to synthesize it. The reactants are: [OH-].[Li+].C(O)C.[CH3:6][O:7][C:8]1[CH:9]=[CH:10][C:11]([CH2:30][CH:31]2[S:35][C:34](=[O:36])[NH:33][C:32]2=[O:37])=[C:12]2[C:17]=1[N:16]([CH2:18][C:19]1[CH:24]=[CH:23][C:22]([C:25]([O:27]C)=[O:26])=[CH:21][CH:20]=1)[C:15](=[O:29])[CH2:14][CH2:13]2. (5) Given the product [CH2:40]([C:13]1([S:15]([C:18]2[CH:23]=[CH:22][CH:21]=[C:20]([C:24]([F:27])([F:25])[F:26])[CH:19]=2)(=[O:17])=[O:16])[CH2:12][CH2:11][O:10][CH:9]([C:6]2[CH:5]=[CH:4][C:3]([C:2]([F:1])([F:28])[F:29])=[CH:8][N:7]=2)[CH2:14]1)[CH3:41], predict the reactants needed to synthesize it. The reactants are: [F:1][C:2]([F:29])([F:28])[C:3]1[CH:4]=[CH:5][C:6]([CH:9]2[CH2:14][CH:13]([S:15]([C:18]3[CH:23]=[CH:22][CH:21]=[C:20]([C:24]([F:27])([F:26])[F:25])[CH:19]=3)(=[O:17])=[O:16])[CH2:12][CH2:11][O:10]2)=[N:7][CH:8]=1.[Li+].C[Si]([N-][Si](C)(C)C)(C)C.[CH2:40](I)[CH3:41].C#C[C@H](NC(CNC(C1C=CC=C(N=C(N)N)C=1)=O)=O)CC(O)=O.